From a dataset of Reaction yield outcomes from USPTO patents with 853,638 reactions. Predict the reaction yield, written as a fraction of the theoretical maximum amount of product (1.0 means a 100% yield; for example, 0.34 means a 34% yield). (1) The reactants are C1C=C(Cl)C=C(C(OO)=[O:9])C=1.[CH2:12]([N:16]([C:29]1[CH:34]=[CH:33][CH:32]=[CH:31][CH:30]=1)[S:17]([C:20]1[CH:25]=[CH:24][CH:23]=[CH:22][C:21]=1[N+:26]([O-:28])=[O:27])(=[O:19])=[O:18])[CH2:13][CH:14]=[CH2:15]. The catalyst is C(Cl)(Cl)Cl.O.C([O-])(O)=O.[Na+]. The product is [N+:26]([C:21]1[CH:22]=[CH:23][CH:24]=[CH:25][C:20]=1[S:17]([N:16]([CH2:12][CH2:13][CH:14]1[CH2:15][O:9]1)[C:29]1[CH:34]=[CH:33][CH:32]=[CH:31][CH:30]=1)(=[O:19])=[O:18])([O-:28])=[O:27]. The yield is 0.969. (2) The reactants are [N+:1]([C:4]1[CH:13]=[CH:12][C:7]([C:8]([NH:10][NH2:11])=[O:9])=[CH:6][CH:5]=1)([O-:3])=[O:2].[CH2:14](OC(OCC)OCC)C. No catalyst specified. The product is [N+:1]([C:4]1[CH:13]=[CH:12][C:7]([C:8]2[O:9][CH:14]=[N:11][N:10]=2)=[CH:6][CH:5]=1)([O-:3])=[O:2]. The yield is 0.780. (3) The catalyst is O1CCCC1.O. The reactants are C([O:5][C:6]([C:8]1[C:13]([O:14][CH2:15][C:16]2[CH:21]=[CH:20][CH:19]=[CH:18][CH:17]=2)=[C:12]([OH:22])[N:11]=[C:10]([CH2:23][C:24]2([N:29]3[C:33]4=[N:34][CH:35]=[CH:36][CH:37]=[C:32]4[CH:31]=[CH:30]3)[CH2:28][CH2:27][CH2:26][CH2:25]2)[N:9]=1)=[O:7])(C)(C)C.O.[OH-].[Li+].C(OCC)(=O)C. The product is [CH2:15]([O:14][C:13]1[C:8]([C:6]([OH:7])=[O:5])=[N:9][C:10]([CH2:23][C:24]2([N:29]3[C:33]4=[N:34][CH:35]=[CH:36][CH:37]=[C:32]4[CH:31]=[CH:30]3)[CH2:28][CH2:27][CH2:26][CH2:25]2)=[N:11][C:12]=1[OH:22])[C:16]1[CH:17]=[CH:18][CH:19]=[CH:20][CH:21]=1. The yield is 0.620. (4) The reactants are [C:1]([C:3]1[CH:8]=[CH:7][CH:6]=[CH:5][CH:4]=1)#[CH:2].Cl[C:10]1[CH:19]=[C:18]([C:20]2[CH:25]=[CH:24][CH:23]=[C:22]([Cl:26])[CH:21]=2)[C:17]2[C:12](=[CH:13][CH:14]=[C:15]([C:27]([C:35]3[CH:40]=[CH:39][C:38]([Cl:41])=[CH:37][CH:36]=3)([C:29]3[N:33]([CH3:34])[CH:32]=[N:31][CH:30]=3)[OH:28])[CH:16]=2)[N:11]=1.CN(C=O)C. The catalyst is C(NCC)C.C(OCC)C.Cl[Pd](Cl)([P](C1C=CC=CC=1)(C1C=CC=CC=1)C1C=CC=CC=1)[P](C1C=CC=CC=1)(C1C=CC=CC=1)C1C=CC=CC=1.[Cu]I. The product is [Cl:26][C:22]1[CH:21]=[C:20]([C:18]2[C:17]3[C:12](=[CH:13][CH:14]=[C:15]([C:27]([C:35]4[CH:36]=[CH:37][C:38]([Cl:41])=[CH:39][CH:40]=4)([C:29]4[N:33]([CH3:34])[CH:32]=[N:31][CH:30]=4)[OH:28])[CH:16]=3)[N:11]=[C:10]([C:2]#[C:1][C:3]3[CH:8]=[CH:7][CH:6]=[CH:5][CH:4]=3)[CH:19]=2)[CH:25]=[CH:24][CH:23]=1. The yield is 0.180. (5) The reactants are C[O:2][C:3]1[CH:13]=[CH:12][C:6]2[N:7]=[C:8]([C:10]#[N:11])[S:9][C:5]=2[CH:4]=1.Cl.[NH+]1C=CC=CC=1. No catalyst specified. The product is [OH:2][C:3]1[CH:13]=[CH:12][C:6]2[N:7]=[C:8]([C:10]#[N:11])[S:9][C:5]=2[CH:4]=1. The yield is 0.450. (6) The reactants are [CH3:1][O:2][C:3]([C:5]1[C:13]([NH:14][C:15]2[CH:20]=[CH:19][CH:18]=[CH:17][CH:16]=2)=[C:12]([F:21])[C:8]2[N:9]=[CH:10][NH:11][C:7]=2[CH:6]=1)=[O:4].[Br:22]N1C(=O)CCC1=O. The catalyst is CN(C)C=O. The product is [CH3:1][O:2][C:3]([C:5]1[C:13]([NH:14][C:15]2[CH:16]=[CH:17][C:18]([Br:22])=[CH:19][CH:20]=2)=[C:12]([F:21])[C:8]2[N:9]=[CH:10][NH:11][C:7]=2[CH:6]=1)=[O:4]. The yield is 1.00.